Regression/Classification. Given a drug SMILES string, predict its absorption, distribution, metabolism, or excretion properties. Task type varies by dataset: regression for continuous measurements (e.g., permeability, clearance, half-life) or binary classification for categorical outcomes (e.g., BBB penetration, CYP inhibition). Dataset: cyp2c9_veith. From a dataset of CYP2C9 inhibition data for predicting drug metabolism from PubChem BioAssay. The molecule is CC(=O)C=NCC(=O)O. The result is 0 (non-inhibitor).